From a dataset of Reaction yield outcomes from USPTO patents with 853,638 reactions. Predict the reaction yield, written as a fraction of the theoretical maximum amount of product (1.0 means a 100% yield; for example, 0.34 means a 34% yield). The reactants are [C:1]12([CH2:11][O:12][C:13]3[C:25](Cl)=[CH:24][C:16]([C:17]([O:19][C:20]([CH3:23])([CH3:22])[CH3:21])=[O:18])=[C:15]([F:27])[CH:14]=3)[CH2:10][CH:5]3[CH2:6][CH:7]([CH2:9][CH:3]([CH2:4]3)[CH2:2]1)[CH2:8]2.[CH:28]1(B(O)O)[CH2:30][CH2:29]1.P([O-])([O-])([O-])=O.[K+].[K+].[K+].F[B-](F)(F)F.C1(P(C2CCCCC2)C2CCCCC2)CCCCC1. The catalyst is C1(C)C=CC=CC=1.O.C([O-])(=O)C.[Pd+2].C([O-])(=O)C. The product is [C:1]12([CH2:11][O:12][C:13]3[C:25]([CH:28]4[CH2:30][CH2:29]4)=[CH:24][C:16]([C:17]([O:19][C:20]([CH3:23])([CH3:22])[CH3:21])=[O:18])=[C:15]([F:27])[CH:14]=3)[CH2:10][CH:5]3[CH2:6][CH:7]([CH2:9][CH:3]([CH2:4]3)[CH2:2]1)[CH2:8]2. The yield is 0.860.